From a dataset of Full USPTO retrosynthesis dataset with 1.9M reactions from patents (1976-2016). Predict the reactants needed to synthesize the given product. (1) Given the product [F:1][C:2]1[CH:3]=[CH:4][C:5]([C:8]2[C:12](/[CH:13]=[CH:14]/[C:15]3[CH:16]=[C:17]([C:21]([N:25]4[CH2:30][CH2:29][O:28][CH2:27][CH2:26]4)=[O:22])[N:18]([CH3:20])[N:19]=3)=[C:11]([CH3:24])[O:10][N:9]=2)=[CH:6][CH:7]=1, predict the reactants needed to synthesize it. The reactants are: [F:1][C:2]1[CH:7]=[CH:6][C:5]([C:8]2[C:12](/[CH:13]=[CH:14]/[C:15]3[CH:16]=[C:17]([C:21](O)=[O:22])[N:18]([CH3:20])[N:19]=3)=[C:11]([CH3:24])[O:10][N:9]=2)=[CH:4][CH:3]=1.[NH:25]1[CH2:30][CH2:29][O:28][CH2:27][CH2:26]1. (2) Given the product [Cl:28][CH:29]([Cl:33])[C:30]([N:8]1[C@H:7]([CH2:9][OH:10])[C@@H:6]([C:11]2[CH:16]=[CH:15][C:14]([S:17]([CH3:20])(=[O:18])=[O:19])=[CH:13][CH:12]=2)[O:5][C:4]1([CH3:21])[CH3:3])=[O:31], predict the reactants needed to synthesize it. The reactants are: [BH4-].[K+].[CH3:3][C:4]1([CH3:21])[NH:8][C@H:7]([CH2:9][OH:10])[C@@H:6]([C:11]2[CH:16]=[CH:15][C:14]([S:17]([CH3:20])(=[O:19])=[O:18])=[CH:13][CH:12]=2)[O:5]1.C(=O)([O-])[O-].[K+].[K+].[Cl:28][CH:29]([Cl:33])[C:30](Cl)=[O:31]. (3) Given the product [C:41]([C:45]1[N:49]([CH2:50][CH:51]2[CH2:52][CH2:53][O:54][CH2:55][CH2:56]2)[C:48]2[CH:57]=[CH:58][C:59]([S:61]([N:64]3[CH:68]=[C:67]([C:69]([NH:2][CH3:1])=[O:71])[CH:66]=[N:65]3)(=[O:62])=[O:63])=[CH:60][C:47]=2[N:46]=1)([CH3:44])([CH3:43])[CH3:42], predict the reactants needed to synthesize it. The reactants are: [CH3:1][N:2](C(ON1N=NC2C=CC=NC1=2)=[N+](C)C)C.F[P-](F)(F)(F)(F)F.CN.C1COCC1.CCN(C(C)C)C(C)C.[C:41]([C:45]1[N:49]([CH2:50][CH:51]2[CH2:56][CH2:55][O:54][CH2:53][CH2:52]2)[C:48]2[CH:57]=[CH:58][C:59]([S:61]([N:64]3[CH:68]=[C:67]([C:69]([OH:71])=O)[CH:66]=[N:65]3)(=[O:63])=[O:62])=[CH:60][C:47]=2[N:46]=1)([CH3:44])([CH3:43])[CH3:42]. (4) Given the product [Br:11][C:12]1[S:13][C:14]([CH:8]=[O:9])=[CH:15][C:16]=1[CH3:17], predict the reactants needed to synthesize it. The reactants are: P(Cl)(Cl)(Cl)=O.CN(C)[CH:8]=[O:9].[Br:11][C:12]1[S:13][CH:14]=[CH:15][C:16]=1[CH3:17].[OH-].[Na+]. (5) Given the product [Cl:8][C:3]1[C:2]([NH:1][C:42](=[O:43])[C:41]2[CH:45]=[C:37]([CH2:36][C:27]3[C:28](=[O:35])[C:29]([CH3:34])=[C:30]([CH3:33])[C:31](=[O:32])[C:26]=3[CH3:25])[CH:38]=[CH:39][C:40]=2[O:46][C:47](=[O:49])[CH3:48])=[CH:7][CH:6]=[CH:5][N:4]=1, predict the reactants needed to synthesize it. The reactants are: [NH2:1][C:2]1[C:3]([Cl:8])=[N:4][CH:5]=[CH:6][CH:7]=1.C(N(CC)CC)C.[Cl-].ClC1N(C)CC[NH+]1C.[CH3:25][C:26]1[C:31](=[O:32])[C:30]([CH3:33])=[C:29]([CH3:34])[C:28](=[O:35])[C:27]=1[CH2:36][C:37]1[CH:38]=[CH:39][C:40]([O:46][C:47](=[O:49])[CH3:48])=[C:41]([CH:45]=1)[C:42](O)=[O:43]. (6) Given the product [CH3:12][C:9]1[CH:8]=[CH:7][C:6]2[C:11](=[C:2]([NH:25][C:26]3[S:27][CH:28]=[C:29]([CH3:31])[N:30]=3)[N:3]=[CH:4][C:5]=2[C:19]2[CH:18]=[N:17][C:16]([CH3:15])=[CH:21][CH:20]=2)[N:10]=1, predict the reactants needed to synthesize it. The reactants are: Cl[C:2]1[N:3]=[CH:4][C:5](I)=[C:6]2[C:11]=1[N:10]=[C:9]([CH3:12])[CH:8]=[CH:7]2.O.[CH3:15][C:16]1[CH:21]=[CH:20][C:19](B(O)O)=[CH:18][N:17]=1.[NH2:25][C:26]1[S:27][CH:28]=[C:29]([CH3:31])[N:30]=1.